Predict which catalyst facilitates the given reaction. From a dataset of Catalyst prediction with 721,799 reactions and 888 catalyst types from USPTO. Reactant: C([Si](C)(C)[O:6][C:7]1[CH:8]=[CH:9][C:10]2[C:11]3[C:24]([C:26]4[CH:39]=[CH:38][C:29]([O:30][CH2:31][CH2:32][N:33]5[CH2:37][CH2:36][CH2:35][CH2:34]5)=[CH:28][CH:27]=4)([CH3:25])[O:23][C:22]4[CH:21]=[C:20]([O:40][Si](C(C)(C)C)(C)C)[CH:19]=[CH:18][C:17]=4[C:12]=3[CH2:13][O:14][C:15]=2[CH:16]=1)(C)(C)C.[F-].C([N+](CCCC)(CCCC)CCCC)CCC.[NH4+].[Cl-].C(OCC)(=O)C. Product: [CH3:25][C:24]1([C:26]2[CH:39]=[CH:38][C:29]([O:30][CH2:31][CH2:32][N:33]3[CH2:37][CH2:36][CH2:35][CH2:34]3)=[CH:28][CH:27]=2)[C:11]2[C:10]3[CH:9]=[CH:8][C:7]([OH:6])=[CH:16][C:15]=3[O:14][CH2:13][C:12]=2[C:17]2[CH:18]=[CH:19][C:20]([OH:40])=[CH:21][C:22]=2[O:23]1. The catalyst class is: 1.